Predict the reaction yield, written as a fraction of the theoretical maximum amount of product (1.0 means a 100% yield; for example, 0.34 means a 34% yield). From a dataset of Reaction yield outcomes from USPTO patents with 853,638 reactions. (1) The yield is 0.450. The reactants are I[C:2]1[CH:8]=[CH:7][C:5]([NH2:6])=[CH:4][C:3]=1[F:9].CCN(CC)CC.C(Cl)Cl.[CH:20]1([C:23]#[CH:24])[CH2:22][CH2:21]1. The product is [CH:20]1([C:23]#[C:24][C:2]2[CH:8]=[CH:7][C:5]([NH2:6])=[CH:4][C:3]=2[F:9])[CH2:22][CH2:21]1. The catalyst is C1COCC1.CCOCC.[Cu]I. (2) The reactants are [CH3:1][C:2]1([CH3:21])[C:11]2[C:6](=[CH:7][CH:8]=[C:9](OS(C(F)(F)F)(=O)=O)[CH:10]=2)[C:5](=[O:20])[CH2:4][CH2:3]1.[CH3:22][Si:23](C#C)([CH3:25])[CH3:24].[CH2:28](N(CC)CC)[CH3:29]. The catalyst is O1CCCC1.C(OCC)C.[Cu]I.Cl[Pd](Cl)([P](C1C=CC=CC=1)(C1C=CC=CC=1)C1C=CC=CC=1)[P](C1C=CC=CC=1)(C1C=CC=CC=1)C1C=CC=CC=1. The product is [CH3:1][C:2]1([CH3:21])[C:11]2[C:6](=[CH:7][CH:8]=[C:9]([Si:23]([CH3:25])([CH3:24])[CH3:22])[CH:10]=2)[C:5](=[O:20])[CH:4]([C:28]#[CH:29])[CH2:3]1. The yield is 0.720. (3) The reactants are Cl[CH:2]1[C:10]2[C:5](=[C:6]([N+:11]([O-:13])=[O:12])[CH:7]=[CH:8][CH:9]=2)[CH2:4][CH2:3]1.CCN(C(C)C)C(C)C.Cl.[CH3:24][O:25][C:26]([N:28]1[CH2:33][CH2:32][NH:31][CH2:30][CH2:29]1)=[O:27]. The catalyst is C(#N)C.CCOC(C)=O. The product is [N+:11]([C:6]1[CH:7]=[CH:8][CH:9]=[C:10]2[C:5]=1[CH2:4][CH2:3][CH:2]2[N:31]1[CH2:32][CH2:33][N:28]([C:26]([O:25][CH3:24])=[O:27])[CH2:29][CH2:30]1)([O-:13])=[O:12]. The yield is 0.780. (4) The reactants are [NH2:1][C:2]1[CH:3]=[C:4]([CH:9]=[CH:10][CH:11]=1)[C:5]([O:7][CH3:8])=[O:6].Br[CH2:13][C:14]([O:16]C)=[O:15].[C:18]([O-])(=O)C.[Na+]. The catalyst is CO. The product is [CH3:18][N:1]([C:2]1[CH:11]=[CH:10][CH:9]=[C:4]([C:5]([O:7][CH3:8])=[O:6])[CH:3]=1)[CH2:13][C:14]([OH:16])=[O:15]. The yield is 0.450. (5) The reactants are [CH2:1]([C:3]1[CH:8]=[CH:7][C:6]([C@H:9]2[CH2:14][C@@H:13]([C:15]([F:18])([F:17])[F:16])[N:12]3[N:19]=[CH:20][C:21]([C:22]([OH:24])=O)=[C:11]3[NH:10]2)=[CH:5][CH:4]=1)[CH3:2].CN(C(ON1N=NC2C=CC=NC1=2)=[N+](C)C)C.F[P-](F)(F)(F)(F)F.C(N(CC)C(C)C)(C)C.[F:58][C:59]([F:69])([F:68])[C:60]1[CH:67]=[CH:66][C:63]([CH2:64][NH2:65])=[CH:62][CH:61]=1. No catalyst specified. The product is [CH2:1]([C:3]1[CH:8]=[CH:7][C:6]([C@H:9]2[CH2:14][C@@H:13]([C:15]([F:16])([F:17])[F:18])[N:12]3[N:19]=[CH:20][C:21]([C:22]([NH:65][CH2:64][C:63]4[CH:62]=[CH:61][C:60]([C:59]([F:58])([F:68])[F:69])=[CH:67][CH:66]=4)=[O:24])=[C:11]3[NH:10]2)=[CH:5][CH:4]=1)[CH3:2]. The yield is 0.550. (6) The reactants are [Br:1][C:2]1[CH:3]2[CH2:11][CH:6]([C:7](Br)(Br)[CH:8]=1)[CH2:5][CH2:4]2.C(#N)C.S(=O)(=O)(O)[OH:16].[OH-].[Na+]. The catalyst is ClC1C=CC=CC=1. The product is [Br:1][C:2]1[CH:3]2[CH2:11][CH:6]([CH2:5][CH2:4]2)[C:7](=[O:16])[CH:8]=1. The yield is 0.0630. (7) The reactants are [C:1]([C:5](=[CH:16][C:17]1[CH:22]=[C:21]([F:23])[C:20]([F:24])=[C:19](F)[CH:18]=1)[C:6]([O:8][CH2:9][C:10]1[CH:15]=[CH:14][CH:13]=[CH:12][CH:11]=1)=[O:7])(=O)[CH2:2][CH3:3].S(O)(O)(=O)=O.[CH3:31][O:32][C:33](=[NH:35])[NH2:34].C([O-])(O)=O.[Na+]. The catalyst is CN(C=O)C. The product is [F:23][C:21]1[CH:22]=[C:17]([CH:16]2[NH:35][C:33]([O:32][CH3:31])=[N:34][C:1]([CH2:2][CH3:3])=[C:5]2[C:6]([O:8][CH2:9][C:10]2[CH:11]=[CH:12][CH:13]=[CH:14][CH:15]=2)=[O:7])[CH:18]=[CH:19][C:20]=1[F:24]. The yield is 0.580.